Dataset: Ames mutagenicity test results for genotoxicity prediction. Task: Regression/Classification. Given a drug SMILES string, predict its toxicity properties. Task type varies by dataset: regression for continuous values (e.g., LD50, hERG inhibition percentage) or binary classification for toxic/non-toxic outcomes (e.g., AMES mutagenicity, cardiotoxicity, hepatotoxicity). Dataset: ames. The compound is COc1cccc2c1cc([N+](=O)[O-])c1c(C(=O)O)cc3c(c12)OCO3. The result is 1 (mutagenic).